Dataset: Forward reaction prediction with 1.9M reactions from USPTO patents (1976-2016). Task: Predict the product of the given reaction. (1) Given the reactants C(C1(C)[S:7][C:6]([C:8]2[NH:9][C:10]3[C:15]([CH:16]=2)=[CH:14][CH:13]=[CH:12][C:11]=3[N:17]([CH3:26])[S:18]([C:21]2[S:22][CH:23]=[CH:24][CH:25]=2)(=[O:20])=[O:19])=[N:5]C1)#N.[OH-].[Na+].O1CCCC1.C(O)(=O)[CH2:36][C:37]([CH2:42]C(O)=O)([C:39]([OH:41])=[O:40])O, predict the reaction product. The product is: [CH3:42][C:37]1([C:39]([OH:41])=[O:40])[S:7][C:6]([C:8]2[NH:9][C:10]3[C:15]([CH:16]=2)=[CH:14][CH:13]=[CH:12][C:11]=3[N:17]([CH3:26])[S:18]([C:21]2[S:22][CH:23]=[CH:24][CH:25]=2)(=[O:20])=[O:19])=[N:5][CH2:36]1. (2) Given the reactants [CH3:1][C:2]1[CH:7]=[C:6]([O:8][CH2:9][CH2:10][CH2:11][S:12]([CH3:15])(=[O:14])=[O:13])[CH:5]=[C:4]([CH3:16])[C:3]=1[C:17]1[CH:22]=[CH:21][CH:20]=[C:19]([CH2:23][O:24][C:25]2[CH:37]=[CH:36][C:28]3[C:29]([CH2:32][C:33]([OH:35])=[O:34])=[CH:30][O:31][C:27]=3[CH:26]=2)[CH:18]=1.C(O)C, predict the reaction product. The product is: [CH3:16][C:4]1[CH:5]=[C:6]([O:8][CH2:9][CH2:10][CH2:11][S:12]([CH3:15])(=[O:14])=[O:13])[CH:7]=[C:2]([CH3:1])[C:3]=1[C:17]1[CH:22]=[CH:21][CH:20]=[C:19]([CH2:23][O:24][C:25]2[CH:37]=[CH:36][C:28]3[C@H:29]([CH2:32][C:33]([OH:35])=[O:34])[CH2:30][O:31][C:27]=3[CH:26]=2)[CH:18]=1. (3) Given the reactants [F:1][CH:2]([F:21])[C:3]1[CH:8]=[CH:7][CH:6]=[CH:5][C:4]=1[C:9]1[CH:10]=[CH:11][C:12]2[N:13]([C:15]([C:18]([OH:20])=O)=[CH:16][N:17]=2)[N:14]=1.[S:22]1[CH:26]=[CH:25][N:24]=[C:23]1[NH2:27], predict the reaction product. The product is: [S:22]1[CH:26]=[CH:25][N:24]=[C:23]1[NH:27][C:18]([C:15]1[N:13]2[N:14]=[C:9]([C:4]3[CH:5]=[CH:6][CH:7]=[CH:8][C:3]=3[CH:2]([F:1])[F:21])[CH:10]=[CH:11][C:12]2=[N:17][CH:16]=1)=[O:20]. (4) The product is: [Br:15][C:16]1[C:21]([C:22]([O:8][C:7]2[C:2]([Br:1])=[CH:3][CH:4]=[C:5]([CH2:10][CH2:11][CH2:12][CH2:13][CH3:14])[C:6]=2[F:9])=[O:23])=[C:20]([F:25])[C:19]([CH3:26])=[CH:18][CH:17]=1. Given the reactants [Br:1][C:2]1[C:7]([OH:8])=[C:6]([F:9])[C:5]([CH2:10][CH2:11][CH2:12][CH2:13][CH3:14])=[CH:4][CH:3]=1.[Br:15][C:16]1[C:21]([C:22](O)=[O:23])=[C:20]([F:25])[C:19]([CH3:26])=[CH:18][CH:17]=1.C(O)(=O)C(O)=O, predict the reaction product. (5) Given the reactants [CH2:1]([N:8]1[C:16]([OH:17])=[N:15][C:14]2[C:9]1=[N:10][C:11]([CH2:19][CH:20](C(OC)=O)[C:21]([O:23]C)=[O:22])=[N:12][C:13]=2[NH2:18])[C:2]1[CH:7]=[CH:6][CH:5]=[CH:4][CH:3]=1.Cl.C(=O)([O-])O.[Na+], predict the reaction product. The product is: [CH2:1]([N:8]1[C:16]([OH:17])=[N:15][C:14]2[C:9]1=[N:10][C:11]([CH2:19][CH2:20][C:21]([OH:23])=[O:22])=[N:12][C:13]=2[NH2:18])[C:2]1[CH:3]=[CH:4][CH:5]=[CH:6][CH:7]=1.